Dataset: Catalyst prediction with 721,799 reactions and 888 catalyst types from USPTO. Task: Predict which catalyst facilitates the given reaction. (1) Reactant: Cl[C:2]1[N:7]=[C:6]([C:8]([OH:10])=[O:9])[CH:5]=[CH:4][N:3]=1.[F:11][C:12]([F:23])([F:22])[C:13]1[CH:18]=[CH:17][C:16](B(O)O)=[CH:15][CH:14]=1.P([O-])([O-])([O-])=O.[K+].[K+].[K+].COCCOC. Product: [F:11][C:12]([F:23])([F:22])[C:13]1[CH:18]=[CH:17][C:16]([C:2]2[N:7]=[C:6]([C:8]([OH:10])=[O:9])[CH:5]=[CH:4][N:3]=2)=[CH:15][CH:14]=1. The catalyst class is: 103. (2) Reactant: [CH3:1][O:2][C:3]([C:5]1[O:9][C:8]([C:10]2[CH2:15][CH2:14][CH2:13][CH2:12][CH:11]=2)=[N:7][C:6]=1[CH2:16][O:17][CH3:18])=[O:4]. Product: [CH3:1][O:2][C:3]([C:5]1[O:9][C:8]([CH:10]2[CH2:11][CH2:12][CH2:13][CH2:14][CH2:15]2)=[N:7][C:6]=1[CH2:16][O:17][CH3:18])=[O:4]. The catalyst class is: 19. (3) Reactant: [C:1]([CH:9]1[CH2:16][C:12]2[S:13][CH:14]=[CH:15][C:11]=2[C:10]1=O)(=O)[C:2]1[CH:7]=[CH:6][CH:5]=[CH:4][CH:3]=1.O.[NH2:19][NH2:20].C(O)(=O)C. Product: [C:2]1([C:1]2[C:9]3[CH2:16][C:12]4[S:13][CH:14]=[CH:15][C:11]=4[C:10]=3[NH:20][N:19]=2)[CH:7]=[CH:6][CH:5]=[CH:4][CH:3]=1. The catalyst class is: 8. (4) Reactant: [CH2:1]([O:3][C:4]([C:6]1[N:7]=[C:8]([N:11]2[CH2:15][CH2:14][C@H:13]([OH:16])[CH2:12]2)[S:9][CH:10]=1)=[O:5])[CH3:2].[Si:17](Cl)([C:30]([CH3:33])([CH3:32])[CH3:31])([C:24]1[CH:29]=[CH:28][CH:27]=[CH:26][CH:25]=1)[C:18]1[CH:23]=[CH:22][CH:21]=[CH:20][CH:19]=1.N1C=CN=C1.C(O)C. Product: [Si:17]([O:16][C@H:13]1[CH2:14][CH2:15][N:11]([C:8]2[S:9][CH:10]=[C:6]([C:4]([O:3][CH2:1][CH3:2])=[O:5])[N:7]=2)[CH2:12]1)([C:30]([CH3:33])([CH3:32])[CH3:31])([C:24]1[CH:25]=[CH:26][CH:27]=[CH:28][CH:29]=1)[C:18]1[CH:23]=[CH:22][CH:21]=[CH:20][CH:19]=1. The catalyst class is: 9. (5) Product: [ClH:28].[F:27][C:2]([F:1])([F:26])[CH2:3][S:4]([NH:7][CH2:8][CH2:9][CH2:10][CH2:11][N:12]1[C:22](=[O:23])[C:21]2[N:24]3[C:14](=[CH:15][N:16]=[C:17]3[CH:18]=[CH:19][CH:20]=2)[C:13]1=[O:25])(=[O:6])=[O:5]. Reactant: [F:1][C:2]([F:27])([F:26])[CH2:3][S:4]([NH:7][CH2:8][CH2:9][CH2:10][CH2:11][N:12]1[C:22](=[O:23])[C:21]2[N:24]3[C:14](=[CH:15][N:16]=[C:17]3[CH:18]=[CH:19][CH:20]=2)[C:13]1=[O:25])(=[O:6])=[O:5].[ClH:28]. The catalyst class is: 5.